Dataset: Reaction yield outcomes from USPTO patents with 853,638 reactions. Task: Predict the reaction yield, written as a fraction of the theoretical maximum amount of product (1.0 means a 100% yield; for example, 0.34 means a 34% yield). (1) The reactants are [Cl:1][C:2]1[C:6]([CH2:7][CH3:8])=[C:5]([C:9]2[CH:10]=[C:11]([C:14]([O:16]C)=[O:15])[S:12][CH:13]=2)[N:4]([CH3:18])[N:3]=1.[OH-].[Na+]. The catalyst is O1CCCC1. The product is [Cl:1][C:2]1[C:6]([CH2:7][CH3:8])=[C:5]([C:9]2[CH:10]=[C:11]([C:14]([OH:16])=[O:15])[S:12][CH:13]=2)[N:4]([CH3:18])[N:3]=1. The yield is 0.870. (2) The reactants are [NH2:1][C:2]1[CH:12]=[CH:11][C:5]([C:6]([O:8][CH2:9][CH3:10])=[O:7])=[CH:4][CH:3]=1.C([O-])([O-])=O.[K+].[K+].Br[C:20]1[CH:21]=[C:22]([CH:24]=[CH:25][CH:26]=1)[NH2:23]. The catalyst is C1C=CC(/C=C/C(/C=C/C2C=CC=CC=2)=O)=CC=1.C1C=CC(/C=C/C(/C=C/C2C=CC=CC=2)=O)=CC=1.C1C=CC(/C=C/C(/C=C/C2C=CC=CC=2)=O)=CC=1.[Pd].[Pd]. The product is [NH2:23][C:22]1[CH:21]=[C:20]([NH:1][C:2]2[CH:3]=[CH:4][C:5]([C:6]([O:8][CH2:9][CH3:10])=[O:7])=[CH:11][CH:12]=2)[CH:26]=[CH:25][CH:24]=1. The yield is 0.800. (3) The reactants are C(N(CC)C(C1C=C(C2C=NN(CCCO)C=2)C=CC=1NC1C(C(F)(F)F)=CN=C(NC2C=CC(CP(=O)(O)OCC)=CC=2OC)N=1)=O)C.[OH:50][CH2:51][CH2:52][CH2:53][CH2:54][N:55]1[CH:59]=[C:58]([C:60]2[N:65]=[C:64]([C:66](=[O:69])[NH:67][CH3:68])[C:63]([NH:70][C:71]3[C:76]([C:77]([F:80])([F:79])[F:78])=[CH:75][N:74]=[C:73]([NH:81][C:82]4[CH:96]=[CH:95][C:85]([CH2:86][P:87](=[O:94])([O:91]CC)[O:88][CH2:89][CH3:90])=[CH:84][C:83]=4[O:97][CH3:98])[N:72]=3)=[CH:62][CH:61]=2)[CH:57]=[N:56]1. The product is [OH:50][CH2:51][CH2:52][CH2:53][CH2:54][N:55]1[CH:59]=[C:58]([C:60]2[N:65]=[C:64]([C:66](=[O:69])[NH:67][CH3:68])[C:63]([NH:70][C:71]3[C:76]([C:77]([F:80])([F:78])[F:79])=[CH:75][N:74]=[C:73]([NH:81][C:82]4[CH:96]=[CH:95][C:85]([CH2:86][P:87](=[O:91])([OH:94])[O:88][CH2:89][CH3:90])=[CH:84][C:83]=4[O:97][CH3:98])[N:72]=3)=[CH:62][CH:61]=2)[CH:57]=[N:56]1. No catalyst specified. The yield is 0.990. (4) The reactants are [CH:1]1([CH2:4][O:5][NH:6][C:7]([C:9]2[C:20]([NH:21][C:22]3[CH:27]=[CH:26][C:25]([Cl:28])=[CH:24][C:23]=3[CH3:29])=[C:19]([F:30])[C:12]3[N:13]=[CH:14][N:15]([CH2:16][CH:17]=[O:18])[C:11]=3[CH:10]=2)=[O:8])[CH2:3][CH2:2]1.C(=O)([O-])[O-].[K+].[K+].[N+:37]([CH2:39]S(C1C=CC(C)=CC=1)(=O)=O)#[C-:38]. The catalyst is CO. The product is [CH:1]1([CH2:4][O:5][NH:6][C:7]([C:9]2[C:20]([NH:21][C:22]3[CH:27]=[CH:26][C:25]([Cl:28])=[CH:24][C:23]=3[CH3:29])=[C:19]([F:30])[C:12]3[N:13]=[CH:14][N:15]([CH2:16][C:17]4[O:18][CH:39]=[N:37][CH:38]=4)[C:11]=3[CH:10]=2)=[O:8])[CH2:2][CH2:3]1. The yield is 0.500. (5) The reactants are CC1C=CC(S(Cl)(=O)=[O:9])=CC=1.[Cl:12][C:13]1[C:22]2[C:17](=[CH:18][CH:19]=[C:20]([C:23]([C:25]3[CH:30]=[CH:29][C:28]([Cl:31])=[CH:27][CH:26]=3)=[O:24])[CH:21]=2)[N+:16]([O-])=[CH:15][CH:14]=1. The catalyst is C([O-])([O-])=O.[K+].[K+].C(Cl)Cl. The product is [Cl:12][C:13]1[C:22]2[C:17](=[CH:18][CH:19]=[C:20]([C:23](=[O:24])[C:25]3[CH:30]=[CH:29][C:28]([Cl:31])=[CH:27][CH:26]=3)[CH:21]=2)[NH:16][C:15](=[O:9])[CH:14]=1. The yield is 0.990. (6) The reactants are COC(C1C=C(NS(C2C=CC(C)=CC=2)(=O)=O)C2C(=C(OCC3C=CC=CC=3)C=CC=2)N=1)=O.[CH3:34][O:35][C:36]([C:38]1[CH:47]=[C:46]([O:48]CC2C=CC=CC=2)[C:45]2[C:40](=[C:41]([N+:62]([O-])=O)[CH:42]=[CH:43][C:44]=2[C:56]2[CH:61]=[CH:60][CH:59]=[CH:58][CH:57]=2)[N:39]=1)=[O:37]. No catalyst specified. The product is [CH3:34][O:35][C:36]([C:38]1[CH:47]=[C:46]([OH:48])[C:45]2[C:40](=[C:41]([NH2:62])[CH:42]=[CH:43][C:44]=2[C:56]2[CH:57]=[CH:58][CH:59]=[CH:60][CH:61]=2)[N:39]=1)=[O:37]. The yield is 0.940. (7) The reactants are [S:1]1[CH:5]=[CH:4][N:3]=[CH:2]1.[Li]CCCC.[Cl:11][C:12]1[N:13]=[C:14](Cl)[C:15]2[S:20][CH:19]=[CH:18][C:16]=2[N:17]=1. The catalyst is C1COCC1.[NH4+].[Cl-].[Cl-].[Cl-].[Zn+2].C1C=CC([P]([Pd]([P](C2C=CC=CC=2)(C2C=CC=CC=2)C2C=CC=CC=2)([P](C2C=CC=CC=2)(C2C=CC=CC=2)C2C=CC=CC=2)[P](C2C=CC=CC=2)(C2C=CC=CC=2)C2C=CC=CC=2)(C2C=CC=CC=2)C2C=CC=CC=2)=CC=1. The product is [Cl:11][C:12]1[N:13]=[C:14]([C:2]2[S:1][CH:5]=[CH:4][N:3]=2)[C:15]2[S:20][CH:19]=[CH:18][C:16]=2[N:17]=1. The yield is 0.260. (8) The reactants are [C:1]([Si:5]([CH3:21])([CH3:20])[O:6][CH2:7][CH2:8][NH:9][C:10]1[N:18]=[C:17]([Cl:19])[CH:16]=[CH:15][C:11]=1[C:12]([NH2:14])=O)([CH3:4])([CH3:3])[CH3:2].N1C=CC=CC=1.O=P(Cl)(Cl)Cl.[OH-].[Na+]. The catalyst is C(#N)C.CCOC(C)=O. The product is [C:1]([Si:5]([CH3:21])([CH3:20])[O:6][CH2:7][CH2:8][NH:9][C:10]1[N:18]=[C:17]([Cl:19])[CH:16]=[CH:15][C:11]=1[C:12]#[N:14])([CH3:4])([CH3:3])[CH3:2]. The yield is 0.780. (9) The reactants are [CH2:1]([O:8][C:9]1[CH:14]=[CH:13][C:12]([C:15]2[CH:20]=[C:19]([N:21](C(OC(C)(C)C)=O)[C@H:22]([C:30]([O:32][CH2:33][CH3:34])=[O:31])[CH2:23][C:24]3[CH:29]=[CH:28][CH:27]=[CH:26][CH:25]=3)[CH:18]=[CH:17][N:16]=2)=[CH:11][CH:10]=1)[C:2]1[CH:7]=[CH:6][CH:5]=[CH:4][CH:3]=1.Cl. The catalyst is O1CCOCC1. The product is [CH2:1]([O:8][C:9]1[CH:10]=[CH:11][C:12]([C:15]2[CH:20]=[C:19]([NH:21][C@H:22]([C:30]([O:32][CH2:33][CH3:34])=[O:31])[CH2:23][C:24]3[CH:29]=[CH:28][CH:27]=[CH:26][CH:25]=3)[CH:18]=[CH:17][N:16]=2)=[CH:13][CH:14]=1)[C:2]1[CH:7]=[CH:6][CH:5]=[CH:4][CH:3]=1. The yield is 0.510. (10) The reactants are Cl[C:2]1[C:7]2[S:8][C:9]3[N:10]=[C:11]([C:21]4[CH:25]=[CH:24][O:23][CH:22]=4)[C:12]4[CH2:13][CH2:14][C:15]([CH3:20])([CH3:19])[CH2:16][C:17]=4[C:18]=3[C:6]=2[N:5]=[CH:4][N:3]=1.[N:26]1([CH2:32][CH2:33][NH2:34])[CH2:31][CH2:30][O:29][CH2:28][CH2:27]1. The catalyst is C(O)C. The product is [O:23]1[CH:24]=[CH:25][C:21]([C:11]2[C:12]3[CH2:13][CH2:14][C:15]([CH3:20])([CH3:19])[CH2:16][C:17]=3[C:18]3[C:6]4[C:7](=[C:2]([NH:34][CH2:33][CH2:32][N:26]5[CH2:31][CH2:30][O:29][CH2:28][CH2:27]5)[N:3]=[CH:4][N:5]=4)[S:8][C:9]=3[N:10]=2)=[CH:22]1. The yield is 0.790.